From a dataset of Catalyst prediction with 721,799 reactions and 888 catalyst types from USPTO. Predict which catalyst facilitates the given reaction. (1) Reactant: [C:1]([C:3]1[CH:4]=[CH:5][C:6]([NH:23][C@@H:24]([CH3:27])[CH2:25][OH:26])=[C:7]([CH:22]=1)[C:8]([NH:10][CH2:11][C:12]1[CH:17]=[CH:16][C:15]([O:18][CH3:19])=[C:14]([O:20][CH3:21])[CH:13]=1)=[O:9])#[N:2].[CH3:28][S:29](Cl)(=[O:31])=[O:30]. Product: [C:1]([C:3]1[CH:4]=[CH:5][C:6]([NH:23][C@@H:24]([CH3:27])[CH2:25][O:26][S:29]([CH3:28])(=[O:31])=[O:30])=[C:7]([CH:22]=1)[C:8]([NH:10][CH2:11][C:12]1[CH:17]=[CH:16][C:15]([O:18][CH3:19])=[C:14]([O:20][CH3:21])[CH:13]=1)=[O:9])#[N:2]. The catalyst class is: 300. (2) Reactant: [NH:1]1[CH2:6][CH2:5][O:4][CH2:3][CH2:2]1.C([O:9][C:10](=O)[CH2:11][C:12]#[N:13])C. Product: [C:12]([CH2:11][C:10]([N:1]1[CH2:6][CH2:5][O:4][CH2:3][CH2:2]1)=[O:9])#[N:13]. The catalyst class is: 13. (3) Reactant: C(OC(=O)[NH:7][C:8]1(/[CH:16]=[CH:17]/[C:18]2[CH:23]=[CH:22][C:21]([O:24][CH2:25][CH2:26][CH2:27][CH2:28][CH2:29][CH2:30][CH3:31])=[C:20]([C:32]([F:35])([F:34])[F:33])[CH:19]=2)[CH2:13][O:12]C(C)(C)[O:10][CH2:9]1)(C)(C)C.[ClH:37]. Product: [ClH:37].[NH2:7][C:8](/[CH:16]=[CH:17]/[C:18]1[CH:23]=[CH:22][C:21]([O:24][CH2:25][CH2:26][CH2:27][CH2:28][CH2:29][CH2:30][CH3:31])=[C:20]([C:32]([F:33])([F:34])[F:35])[CH:19]=1)([CH2:9][OH:10])[CH2:13][OH:12]. The catalyst class is: 8. (4) Product: [ClH:21].[CH2:1]([O:8][C:9]1[CH:10]=[C:11]([NH:12][NH2:16])[CH:13]=[CH:14][CH:15]=1)[C:2]1[CH:3]=[CH:4][CH:5]=[CH:6][CH:7]=1. The catalyst class is: 223. Reactant: [CH2:1]([O:8][C:9]1[CH:10]=[C:11]([CH:13]=[CH:14][CH:15]=1)[NH2:12])[C:2]1[CH:7]=[CH:6][CH:5]=[CH:4][CH:3]=1.[N:16]([O-])=O.[Na+].[Sn](Cl)[Cl:21].[OH-].[Na+]. (5) Reactant: [Br:1][C:2]1[CH:7]=[CH:6][C:5]([NH2:8])=[C:4]([F:9])[CH:3]=1.C[Si]([N-][Si](C)(C)C)(C)C.[Li+].[CH3:20][O:21][C:22]([C:24]1[CH:29]=[CH:28][C:27](=[O:30])[N:26]([CH3:31])[C:25]=1Cl)=[O:23]. The catalyst class is: 1. Product: [CH3:20][O:21][C:22]([C:24]1[CH:29]=[CH:28][C:27](=[O:30])[N:26]([CH3:31])[C:25]=1[NH:8][C:5]1[CH:6]=[CH:7][C:2]([Br:1])=[CH:3][C:4]=1[F:9])=[O:23]. (6) Reactant: C(OC([NH:8][C:9]1([CH3:35])[C:13]2([CH2:15][CH2:14]2)[CH2:12][N:11]([C:16]2[C:17]([F:34])=[CH:18][C:19]3[C:29](=[O:30])[C:28]([C:31]([OH:33])=[O:32])=[CH:27][N:21]4[C@@H:22]([CH3:26])[CH2:23][O:24][C:25]=2[C:20]=34)[CH2:10]1)=O)(C)(C)C. Product: [NH2:8][C:9]1([CH3:35])[C:13]2([CH2:15][CH2:14]2)[CH2:12][N:11]([C:16]2[C:17]([F:34])=[CH:18][C:19]3[C:29](=[O:30])[C:28]([C:31]([OH:33])=[O:32])=[CH:27][N:21]4[C@@H:22]([CH3:26])[CH2:23][O:24][C:25]=2[C:20]=34)[CH2:10]1. The catalyst class is: 33. (7) Reactant: [CH3:1][C:2]1[CH:7]=[C:6]([O:8][CH3:9])[CH:5]=[C:4]([CH3:10])[C:3]=1[S:11]([NH:14][C@H:15]([CH2:23][N:24]1[C:28](=[O:29])[C:27]2=[CH:30][CH:31]=[CH:32][CH:33]=[C:26]2[C:25]1=[O:34])[C:16]([O:18][C:19]([CH3:22])([CH3:21])[CH3:20])=[O:17])(=[O:13])=[O:12].[CH2:35](O)[C:36]1[CH:44]=[CH:43][C:42]2[O:41][CH2:40][O:39][C:38]=2[CH:37]=1.C(P(CCCC)CCCC)CCC.N(C(N1CCCCC1)=O)=NC(N1CCCCC1)=O. Product: [CH2:40]1[O:41][C:42]2[CH:43]=[CH:44][C:36]([CH2:35][N:14]([S:11]([C:3]3[C:2]([CH3:1])=[CH:7][C:6]([O:8][CH3:9])=[CH:5][C:4]=3[CH3:10])(=[O:12])=[O:13])[C@H:15]([CH2:23][N:24]3[C:25](=[O:34])[C:26]4=[CH:33][CH:32]=[CH:31][CH:30]=[C:27]4[C:28]3=[O:29])[C:16]([O:18][C:19]([CH3:22])([CH3:21])[CH3:20])=[O:17])=[CH:37][C:38]=2[O:39]1. The catalyst class is: 48. (8) The catalyst class is: 21. Reactant: [F:1][C:2]([F:25])([F:24])[C:3]1[CH:4]=[C:5]([NH:13][C:14](=[O:23])[C:15]2[CH:20]=[C:19]([I:21])[CH:18]=[CH:17][C:16]=2[OH:22])[CH:6]=[C:7]([C:9]([F:12])([F:11])[F:10])[CH:8]=1.[CH3:26][O:27][CH2:28]Cl.C(=O)([O-])[O-].[K+].[K+].Cl. Product: [F:25][C:2]([F:1])([F:24])[C:3]1[CH:4]=[C:5]([NH:13][C:14](=[O:23])[C:15]2[CH:20]=[C:19]([I:21])[CH:18]=[CH:17][C:16]=2[O:22][CH2:26][O:27][CH3:28])[CH:6]=[C:7]([C:9]([F:10])([F:11])[F:12])[CH:8]=1. (9) Reactant: [CH2:1]([O:8][C:9]1[CH:14]=[N:13][N:12]([CH2:15][C:16]([C:18]2[CH:23]=[CH:22][C:21]([CH2:24]Br)=[CH:20][C:19]=2[CH3:26])=[O:17])[C:11](=[O:27])[CH:10]=1)[C:2]1[CH:7]=[CH:6][CH:5]=[CH:4][CH:3]=1.Cl.[OH:29][C@@H:30]1[CH2:35][CH2:34][CH2:33][NH:32][CH2:31]1.C(N(C(C)C)C(C)C)C. Product: [CH2:1]([O:8][C:9]1[CH:14]=[N:13][N:12]([CH2:15][C:16]([C:18]2[CH:23]=[CH:22][C:21]([CH2:24][N:32]3[CH2:33][CH2:34][CH2:35][C@@H:30]([OH:29])[CH2:31]3)=[CH:20][C:19]=2[CH3:26])=[O:17])[C:11](=[O:27])[CH:10]=1)[C:2]1[CH:7]=[CH:6][CH:5]=[CH:4][CH:3]=1. The catalyst class is: 3.